This data is from Full USPTO retrosynthesis dataset with 1.9M reactions from patents (1976-2016). The task is: Predict the reactants needed to synthesize the given product. (1) Given the product [C:1]([C:5]1[NH:9][C:8]([C:10]2[CH:15]=[CH:14][N:13]=[CH:12][CH:11]=2)=[C:7]([C:19]2[CH:18]=[CH:17][C:26]3[C:21](=[CH:22][CH:23]=[CH:24][CH:25]=3)[CH:20]=2)[N:6]=1)([CH3:4])([CH3:3])[CH3:2], predict the reactants needed to synthesize it. The reactants are: [C:1]([C:5]1[NH:9][C:8]([C:10]2[CH:15]=[CH:14][N:13]=[CH:12][CH:11]=2)=[C:7](I)[N:6]=1)([CH3:4])([CH3:3])[CH3:2].[C:17]1(B(O)O)[C:26]2[C:21](=[CH:22][CH:23]=[CH:24][CH:25]=2)[CH:20]=[CH:19][CH:18]=1.C([O-])(O)=O.[Na+].O. (2) Given the product [Br:28][C:29]1[N:34]=[C:33]([CH2:38][NH:39][C:13](=[O:14])[C:12]2[CH:16]=[CH:17][C:9]([C:4]3[CH:5]=[CH:6][CH:7]=[CH:8][C:3]=3[C:1]#[N:2])=[N:10][C:11]=2[NH:18][CH2:19][CH2:20][C:21]2[CH:26]=[CH:25][CH:24]=[C:23]([F:27])[CH:22]=2)[CH:32]=[CH:31][CH:30]=1, predict the reactants needed to synthesize it. The reactants are: [C:1]([C:3]1[CH:8]=[CH:7][CH:6]=[CH:5][C:4]=1[C:9]1[CH:17]=[CH:16][C:12]([C:13](O)=[O:14])=[C:11]([NH:18][CH2:19][CH2:20][C:21]2[CH:26]=[CH:25][CH:24]=[C:23]([F:27])[CH:22]=2)[N:10]=1)#[N:2].[Br:28][C:29]1[N:34]=[C:33](NC)[CH:32]=[CH:31][CH:30]=1.C1N=C[N:39](C(N2C=NC=C2)=O)[CH:38]=1. (3) Given the product [CH:7]1[CH:8]=[CH:9][C:4]([CH2:3][C@@H:2]2[NH:1][C:14](=[O:16])[O:12][C:10]2=[O:11])=[CH:5][CH:6]=1, predict the reactants needed to synthesize it. The reactants are: [NH2:1][C@H:2]([C:10]([OH:12])=[O:11])[CH2:3][C:4]1[CH:9]=[CH:8][CH:7]=[CH:6][CH:5]=1.Cl[C:14](Cl)([O:16]C(=O)OC(Cl)(Cl)Cl)Cl.[Al]. (4) Given the product [C:24]([O:18][C:17]([NH:11][CH:10]([CH2:9][C:8]1[C:15]2[C:5](=[CH:4][CH:3]=[C:2]([OH:1])[CH:16]=2)[NH:6][CH:7]=1)[C:12]([OH:14])=[O:13])=[O:20])([CH3:29])([CH3:26])[CH3:23], predict the reactants needed to synthesize it. The reactants are: [OH:1][C:2]1[CH:16]=[C:15]2[C:5]([NH:6][CH:7]=[C:8]2[CH2:9][C@@H:10]([C:12]([OH:14])=[O:13])[NH2:11])=[CH:4][CH:3]=1.[C:17](=[O:20])(O)[O-:18].[Na+].C(O)(=O)[CH2:23][C:24]([CH2:29]C(O)=O)([C:26](O)=O)O. (5) Given the product [F:22][C:19]1[C:20]2[CH:10]([CH2:9][N:5]3[CH2:4][C@H:3]([CH2:2][NH:1][CH2:35][C:33]4[CH:32]=[CH:31][C:28]5[S:29][CH2:30][C:25](=[O:24])[NH:26][C:27]=5[N:34]=4)[C@H:7]([OH:8])[CH2:6]3)[CH2:11][N:12]3[C:21]=2[C:16]([CH:15]=[CH:14][C:13]3=[O:23])=[CH:17][CH:18]=1, predict the reactants needed to synthesize it. The reactants are: [NH2:1][CH2:2][C@@H:3]1[C@H:7]([OH:8])[CH2:6][N:5]([CH2:9][CH:10]2[C:20]3=[C:21]4[C:16](=[CH:17][CH:18]=[C:19]3[F:22])[CH:15]=[CH:14][C:13](=[O:23])[N:12]4[CH2:11]2)[CH2:4]1.[O:24]=[C:25]1[CH2:30][S:29][C:28]2[CH:31]=[CH:32][C:33]([CH:35]=O)=[N:34][C:27]=2[NH:26]1.[O-]S([O-])(=O)=O.[Na+].[Na+].C(O[BH-](OC(=O)C)OC(=O)C)(=O)C.[Na+]. (6) The reactants are: CS(O[CH2:6][CH2:7][C:8]([CH3:13])([CH3:12])[CH2:9][C:10]#[CH:11])(=O)=O.[C:14]([NH2:18])([CH3:17])([CH3:16])[CH3:15]. Given the product [C:14]([NH:18][CH2:6][CH2:7][C:8]([CH3:13])([CH3:12])[CH2:9][C:10]#[CH:11])([CH3:17])([CH3:16])[CH3:15], predict the reactants needed to synthesize it. (7) Given the product [C:24]([CH:8]1[C:9]2[C:4](=[C:3]([O:2][CH3:1])[CH:12]=[CH:11][CH:10]=2)[CH2:5][CH2:6][C:7]1([NH2:16])[C:13]([OH:15])=[O:14])([O:25][CH2:26][CH:27]1[C:28]2[C:33](=[CH:32][CH:31]=[CH:30][CH:29]=2)[C:34]2[C:39]1=[CH:38][CH:37]=[CH:36][CH:35]=2)=[O:40], predict the reactants needed to synthesize it. The reactants are: [CH3:1][O:2][C:3]1[CH:12]=[CH:11][CH:10]=[C:9]2[C:4]=1[CH2:5][CH2:6][C:7]([NH2:16])([C:13]([OH:15])=[O:14])[CH2:8]2.C(N(CC)CC)C.[C:24](=O)([O:40]N1C(=O)CCC1=O)[O:25][CH2:26][CH:27]1[C:39]2[CH:38]=[CH:37][CH:36]=[CH:35][C:34]=2[C:33]2[C:28]1=[CH:29][CH:30]=[CH:31][CH:32]=2. (8) Given the product [CH3:17][O:18][C:19](=[O:29])[C:20]1[C:25]([Cl:26])=[CH:24][C:23]([Cl:27])=[CH:22][C:21]=1[NH:28][C:10](=[O:12])[CH:9]([C:6]1[CH:7]=[CH:8][C:3]([O:2][CH3:1])=[C:4]([N+:14]([O-:16])=[O:15])[CH:5]=1)[CH3:13], predict the reactants needed to synthesize it. The reactants are: [CH3:1][O:2][C:3]1[CH:8]=[CH:7][C:6]([CH:9]([CH3:13])[C:10]([OH:12])=O)=[CH:5][C:4]=1[N+:14]([O-:16])=[O:15].[CH3:17][O:18][C:19](=[O:29])[C:20]1[C:25]([Cl:26])=[CH:24][C:23]([Cl:27])=[CH:22][C:21]=1[NH2:28].ClCCl.